Task: Predict the reactants needed to synthesize the given product.. Dataset: Full USPTO retrosynthesis dataset with 1.9M reactions from patents (1976-2016) (1) Given the product [Cl:13][C:11]1[CH:10]=[N:9][CH:8]=[C:7]([C:28]#[C:27][Si:24]([CH3:26])([CH3:25])[CH3:23])[CH:12]=1, predict the reactants needed to synthesize it. The reactants are: FC(F)(F)S(O[C:7]1[CH:8]=[N:9][CH:10]=[C:11]([Cl:13])[CH:12]=1)(=O)=O.C(N(CC)CC)C.[CH3:23][Si:24]([C:27]#[CH:28])([CH3:26])[CH3:25].CCCCCC. (2) The reactants are: [CH3:1][N:2]1[CH:6]=[CH:5][N:4]=[C:3]1[C:7]1[S:15][C:14]2[C:9](=[N:10][CH:11]=[CH:12][C:13]=2[NH:16][C:17]2[CH:22]=[CH:21][C:20]([NH2:23])=[CH:19][CH:18]=2)[CH:8]=1.Cl.Cl.N1C2C(=NC=CC=2OC2C=CC(N[C:43]([NH:45][C:46](=[O:56])[CH2:47][C:48]3[C:53](Cl)=[CH:52][CH:51]=[CH:50][C:49]=3Cl)=[S:44])=CC=2F)C=C1.ClC1C=CC=C(Cl)C=1CC(N=C=S)=O.[N-]=C=S. Given the product [CH3:1][N:2]1[CH:6]=[CH:5][N:4]=[C:3]1[C:7]1[S:15][C:14]2[C:9](=[N:10][CH:11]=[CH:12][C:13]=2[NH:16][C:17]2[CH:22]=[CH:21][C:20]([NH:23][C:43]([NH:45][C:46](=[O:56])[CH2:47][C:48]3[CH:49]=[CH:50][CH:51]=[CH:52][CH:53]=3)=[S:44])=[CH:19][CH:18]=2)[CH:8]=1, predict the reactants needed to synthesize it.